From a dataset of Full USPTO retrosynthesis dataset with 1.9M reactions from patents (1976-2016). Predict the reactants needed to synthesize the given product. (1) Given the product [CH3:19][O:18][C:17]([C:12]1[CH2:13][CH2:14][CH2:15][N:10]([C:3]2[C:4]([CH3:9])=[CH:5][C:6]([CH3:8])=[CH:7][C:2]=2[Cl:1])[C:11]=1[S:16][CH3:25])=[O:20], predict the reactants needed to synthesize it. The reactants are: [Cl:1][C:2]1[CH:7]=[C:6]([CH3:8])[CH:5]=[C:4]([CH3:9])[C:3]=1[N:10]1[CH2:15][CH2:14][CH2:13][CH2:12][C:11]1=[S:16].[C:17](=O)([O:20]C)[O:18][CH3:19].[H-].[Na+].[CH3:25]O. (2) Given the product [F:23][C:24]1[CH:29]=[CH:28][C:27]([C:2]2[C:10]3[C:5](=[N:6][CH:7]=[N:8][C:9]=3[NH:11][C:12]3[CH:13]=[C:14]4[C:18](=[CH:19][C:20]=3[O:21][CH3:22])[NH:17][N:16]=[CH:15]4)[NH:4][N:3]=2)=[CH:26][CH:25]=1, predict the reactants needed to synthesize it. The reactants are: Br[C:2]1[C:10]2[C:5](=[N:6][CH:7]=[N:8][C:9]=2[NH:11][C:12]2[CH:13]=[C:14]3[C:18](=[CH:19][C:20]=2[O:21][CH3:22])[NH:17][N:16]=[CH:15]3)[NH:4][N:3]=1.[F:23][C:24]1[CH:29]=[CH:28][C:27](B(O)O)=[CH:26][CH:25]=1. (3) Given the product [IH:1].[CH3:2][N:3]1[C:8](=[O:9])[N:7]2[CH:10]=[N:11][C:12]([C:13](=[NH:14])[NH:17][CH2:18][C:19](=[O:20])[C:21]3[CH:26]=[CH:25][CH:24]=[CH:23][CH:22]=3)=[C:6]2[N:5]=[N:4]1, predict the reactants needed to synthesize it. The reactants are: [IH:1].[CH3:2][N:3]1[C:8](=[O:9])[N:7]2[CH:10]=[N:11][C:12]([C:13](SC)=[NH:14])=[C:6]2[N:5]=[N:4]1.[NH2:17][CH2:18][C:19]([C:21]1[CH:26]=[CH:25][CH:24]=[CH:23][CH:22]=1)=[O:20].